From a dataset of Reaction yield outcomes from USPTO patents with 853,638 reactions. Predict the reaction yield, written as a fraction of the theoretical maximum amount of product (1.0 means a 100% yield; for example, 0.34 means a 34% yield). (1) The reactants are [C:1]([O:5][C:6]([N:8]([CH2:16][CH:17]=[CH2:18])[CH2:9][CH2:10][C:11]([O:13]CC)=[O:12])=[O:7])([CH3:4])([CH3:3])[CH3:2].[Li+].[OH-].OS([O-])(=O)=O.[K+]. The catalyst is CO. The product is [C:1]([O:5][C:6]([N:8]([CH2:16][CH:17]=[CH2:18])[CH2:9][CH2:10][C:11]([OH:13])=[O:12])=[O:7])([CH3:4])([CH3:3])[CH3:2]. The yield is 0.897. (2) The reactants are [CH3:1][S:2][C:3]1[N:8]=[C:7]([C:9]2[C:17]([C:18]3[CH:23]=[CH:22][N:21]=[C:20]([S:24][CH3:25])[N:19]=3)=[C:12]3[CH:13]=[CH:14][CH:15]=[CH:16][N:11]3[N:10]=2)[CH:6]=[CH:5][N:4]=1.C([N-]C(C)C)(C)C.[Li+].CCCCCCC.O1CCCC1.C(C1C=CC=CC=1)C.C(Cl)(Cl)(Cl)[Cl:55]. The catalyst is O1CCCC1. The product is [Cl:55][C:16]1[N:11]2[N:10]=[C:9]([C:7]3[CH:6]=[CH:5][N:4]=[C:3]([S:2][CH3:1])[N:8]=3)[C:17]([C:18]3[CH:23]=[CH:22][N:21]=[C:20]([S:24][CH3:25])[N:19]=3)=[C:12]2[CH:13]=[CH:14][CH:15]=1. The yield is 0.320.